Dataset: Catalyst prediction with 721,799 reactions and 888 catalyst types from USPTO. Task: Predict which catalyst facilitates the given reaction. (1) Reactant: [NH2:1][C:2]1[C:3]([C:9]([OH:11])=O)=[N:4][C:5]([Br:8])=[CH:6][N:7]=1.[C:12]1([NH2:19])[CH:17]=[CH:16][CH:15]=[CH:14][C:13]=1[NH2:18].CN(C(ON1N=NC2C=CC=CC1=2)=[N+](C)C)C.[B-](F)(F)(F)F.CCN(C(C)C)C(C)C. Product: [NH2:1][C:2]1[C:3]([C:9]([NH:18][C:13]2[CH:14]=[CH:15][CH:16]=[CH:17][C:12]=2[NH2:19])=[O:11])=[N:4][C:5]([Br:8])=[CH:6][N:7]=1. The catalyst class is: 18. (2) Reactant: C(OC(=O)[NH:7][C:8]1[CH:13]=[CH:12][CH:11]=[C:10]([CH2:14][C:15](=[O:21])[N:16]([CH2:19][CH3:20])[CH2:17][CH3:18])[N:9]=1)(C)(C)C.FC(F)(F)C(O)=O. Product: [NH2:7][C:8]1[N:9]=[C:10]([CH2:14][C:15]([N:16]([CH2:17][CH3:18])[CH2:19][CH3:20])=[O:21])[CH:11]=[CH:12][CH:13]=1. The catalyst class is: 2. (3) Reactant: [Cl:1][CH2:2][CH2:3][C:4]([C:6]1[CH:7]=[C:8]2[C:13](=[CH:14][CH:15]=1)[NH:12][C:11](=[O:16])[CH2:10][C:9]2([CH3:18])[CH3:17])=O.C([SiH](CC)CC)C. Product: [Cl:1][CH2:2][CH2:3][CH2:4][C:6]1[CH:7]=[C:8]2[C:13](=[CH:14][CH:15]=1)[NH:12][C:11](=[O:16])[CH2:10][C:9]2([CH3:18])[CH3:17]. The catalyst class is: 55.